Dataset: Forward reaction prediction with 1.9M reactions from USPTO patents (1976-2016). Task: Predict the product of the given reaction. Given the reactants Cl.[O:2]1[C:6]2[CH:7]=[CH:8][CH:9]=[CH:10][C:5]=2[CH:4]=[C:3]1[CH:11]1[CH2:14][NH:13][CH2:12]1.Cl.[CH3:16][N:17]1[CH2:22][CH2:21][C:20]2([CH2:31][C:30]3[C:25](=[N:26][CH:27]=[C:28](/[CH:32]=[CH:33]/[C:34](O)=[O:35])[CH:29]=3)[NH:24][C:23]2=[O:37])[CH2:19][CH2:18]1.CCN=C=NCCCN(C)C.Cl.C1C=NC2N(O)N=NC=2C=1.CCN(C(C)C)C(C)C, predict the reaction product. The product is: [O:2]1[C:6]2[CH:7]=[CH:8][CH:9]=[CH:10][C:5]=2[CH:4]=[C:3]1[CH:11]1[CH2:12][N:13]([C:34](=[O:35])/[CH:33]=[CH:32]/[C:28]2[CH:29]=[C:30]3[C:25](=[N:26][CH:27]=2)[NH:24][C:23](=[O:37])[C:20]2([CH2:21][CH2:22][N:17]([CH3:16])[CH2:18][CH2:19]2)[CH2:31]3)[CH2:14]1.